From a dataset of Full USPTO retrosynthesis dataset with 1.9M reactions from patents (1976-2016). Predict the reactants needed to synthesize the given product. (1) The reactants are: CC1(C)[O:6][C:5](=[CH:7][C:8]([N:10]([CH2:13][CH2:14][CH2:15][C:16]2[CH:21]=[CH:20][C:19]([F:22])=[CH:18][CH:17]=2)[O:11][CH3:12])=[O:9])[C:4](=[O:23])O1.[CH2:25]=O.[NH2:27][CH2:28][CH2:29][N:30]1[CH2:35][CH2:34][O:33][CH2:32][CH2:31]1. Given the product [F:22][C:19]1[CH:18]=[CH:17][C:16]([CH2:15][CH2:14][CH2:13][N:10]([O:11][CH3:12])[C:8]([C:7]2[CH2:25][N:27]([CH2:28][CH2:29][N:30]3[CH2:35][CH2:34][O:33][CH2:32][CH2:31]3)[C:4](=[O:23])[C:5]=2[OH:6])=[O:9])=[CH:21][CH:20]=1, predict the reactants needed to synthesize it. (2) Given the product [C:27]([O:31][C:32]([N:34]1[CH2:39][CH2:38][CH2:37][C@@H:36]([NH:40][C:24]([C:21]2[C:17]3[N:18]=[CH:19][N:20]=[C:15]([C:7]4[CH:8]=[C:9]([F:14])[C:10]([O:12][CH3:13])=[CH:11][C:6]=4[O:5][CH2:4][CH:1]4[CH2:3][CH2:2]4)[C:16]=3[NH:23][CH:22]=2)=[O:25])[CH2:35]1)=[O:33])([CH3:30])([CH3:28])[CH3:29], predict the reactants needed to synthesize it. The reactants are: [CH:1]1([CH2:4][O:5][C:6]2[CH:11]=[C:10]([O:12][CH3:13])[C:9]([F:14])=[CH:8][C:7]=2[C:15]2[C:16]3[NH:23][CH:22]=[C:21]([C:24](O)=[O:25])[C:17]=3[N:18]=[CH:19][N:20]=2)[CH2:3][CH2:2]1.[C:27]([O:31][C:32]([N:34]1[CH2:39][CH2:38][CH2:37][C@@H:36]([NH2:40])[CH2:35]1)=[O:33])([CH3:30])([CH3:29])[CH3:28]. (3) Given the product [Cl:27][CH2:23][CH2:24][C:19]1[C:20](=[O:21])[N:3]2[CH:4]=[CH:5][CH:6]=[C:7]([OH:8])[C:2]2=[N:1][C:16]=1[CH3:17], predict the reactants needed to synthesize it. The reactants are: [NH2:1][C:2]1[C:7]([OH:8])=[CH:6][CH:5]=[CH:4][N:3]=1.C1(C)C=CC=CC=1.[C:16]([CH:19]1[CH2:24][CH2:23]O[C:20]1=[O:21])(=O)[CH3:17].O=P(Cl)(Cl)[Cl:27]. (4) Given the product [OH:7][C:8]1[CH:15]=[CH:14][CH:13]=[C:12]([O:16][CH2:18][C:19]2[CH2:20][CH2:21][N:22]([CH3:31])[CH2:23][C:24]=2[C:25]2[CH:30]=[CH:29][CH:28]=[CH:27][CH:26]=2)[C:9]=1[CH:10]=[O:11], predict the reactants needed to synthesize it. The reactants are: C([O-])([O-])=O.[K+].[K+].[OH:7][C:8]1[CH:15]=[CH:14][CH:13]=[C:12]([OH:16])[C:9]=1[CH:10]=[O:11].Cl[CH2:18][C:19]1[CH2:20][CH2:21][N:22]([CH3:31])[CH2:23][C:24]=1[C:25]1[CH:30]=[CH:29][CH:28]=[CH:27][CH:26]=1. (5) Given the product [CH2:1]([O:8][C:9]1[CH:10]=[CH:11][C:12]2[C:13]3[N:21]([NH:22][CH:23]([CH3:25])[CH3:24])[C:20]([CH2:26][O:27][CH2:28][CH3:29])=[N:19][C:14]=3[C:15]([NH2:31])=[N:16][C:17]=2[CH:18]=1)[C:2]1[CH:3]=[CH:4][CH:5]=[CH:6][CH:7]=1, predict the reactants needed to synthesize it. The reactants are: [CH2:1]([O:8][C:9]1[CH:10]=[CH:11][C:12]2[C:13]3[N:21]([NH:22][CH:23]([CH3:25])[CH3:24])[C:20]([CH2:26][O:27][CH2:28][CH3:29])=[N:19][C:14]=3[CH:15]=[N:16][C:17]=2[CH:18]=1)[C:2]1[CH:7]=[CH:6][CH:5]=[CH:4][CH:3]=1.[OH-].[NH4+:31].C1(C)C=CC(S(Cl)(=O)=O)=CC=1. (6) The reactants are: [OH:1][C@H:2]1[CH2:6][CH2:5][N:4]([C:7]2[C:8]([C:21]3[CH:26]=[CH:25][CH:24]=[CH:23][CH:22]=3)=[N:9][C:10]3[C:15]([N:16]=2)=[CH:14][C:13]([C:17]([O:19]C)=[O:18])=[CH:12][CH:11]=3)[CH2:3]1.[OH-].[Na+].Cl. Given the product [OH:1][C@H:2]1[CH2:6][CH2:5][N:4]([C:7]2[C:8]([C:21]3[CH:26]=[CH:25][CH:24]=[CH:23][CH:22]=3)=[N:9][C:10]3[C:15]([N:16]=2)=[CH:14][C:13]([C:17]([OH:19])=[O:18])=[CH:12][CH:11]=3)[CH2:3]1, predict the reactants needed to synthesize it. (7) Given the product [F:8][C:4]1[CH:5]=[CH:6][CH:7]=[C:2]([F:1])[C:3]=1[CH:9]1[NH:14][C:13]2[CH:15]=[CH:16][C:17]([C:31]3[N:32]=[C:33]([C:35]4[O:36][CH:37]=[CH:38][N:39]=4)[S:34][C:30]=3[CH2:28][CH3:29])=[CH:18][C:12]=2[O:11][CH2:10]1, predict the reactants needed to synthesize it. The reactants are: [F:1][C:2]1[CH:7]=[CH:6][CH:5]=[C:4]([F:8])[C:3]=1[CH:9]1[NH:14][C:13]2[CH:15]=[CH:16][C:17](B3OC(C)(C)C(C)(C)O3)=[CH:18][C:12]=2[O:11][CH2:10]1.[CH2:28]([C:30]1[S:34][C:33]([C:35]2[O:36][CH:37]=[CH:38][N:39]=2)=[N:32][C:31]=1OS(C(F)(F)F)(=O)=O)[CH3:29].